From a dataset of Forward reaction prediction with 1.9M reactions from USPTO patents (1976-2016). Predict the product of the given reaction. (1) Given the reactants C[O:2]/[CH:3]=[CH:4]/[C:5]1[CH:14]=[CH:13][C:8]([C:9]([O:11][CH3:12])=[O:10])=[CH:7][CH:6]=1.Cl, predict the reaction product. The product is: [O:2]=[CH:3][CH2:4][C:5]1[CH:14]=[CH:13][C:8]([C:9]([O:11][CH3:12])=[O:10])=[CH:7][CH:6]=1. (2) Given the reactants Br[C:2]1[CH:3]=[C:4]([C:8]2[N:9]=[C:10]([C:16]([NH2:18])=[O:17])[N:11]3[CH2:15][CH2:14][NH:13][C:12]=23)[CH:5]=[CH:6][CH:7]=1.[C:19]([C@:21]1([OH:28])[CH2:25][CH2:24][N:23]([CH3:26])[C:22]1=[O:27])#[CH:20], predict the reaction product. The product is: [OH:28][C@@:21]1([C:19]#[C:20][C:2]2[CH:3]=[C:4]([C:8]3[N:9]=[C:10]([C:16]([NH2:18])=[O:17])[N:11]4[CH2:15][CH2:14][NH:13][C:12]=34)[CH:5]=[CH:6][CH:7]=2)[CH2:25][CH2:24][N:23]([CH3:26])[C:22]1=[O:27]. (3) Given the reactants CS[C:3](=[C:6]([C:12]([O:14]CC)=O)[C:7]([O:9][CH2:10][CH3:11])=[O:8])[S:4][CH3:5].[CH3:17][C:18]1[CH:23]=[CH:22][C:21]([NH:24][C:25]([C:27]2[CH:32]=[CH:31][C:30]([S:33][CH3:34])=[CH:29][CH:28]=2)=[NH:26])=[CH:20][CH:19]=1, predict the reaction product. The product is: [CH3:17][C:18]1[CH:19]=[CH:20][C:21]([N:24]2[C:12](=[O:14])[C:6]([C:7]([O:9][CH2:10][CH3:11])=[O:8])=[C:3]([S:4][CH3:5])[N:26]=[C:25]2[C:27]2[CH:32]=[CH:31][C:30]([S:33][CH3:34])=[CH:29][CH:28]=2)=[CH:22][CH:23]=1. (4) The product is: [CH:63]([C@@H:76]1[CH2:80][CH2:79][CH2:78][N:77]1[C:12]([C:11]1[CH:10]=[C:9]2[C:4]([C:5]([NH:15][CH:16]([C:18]3[NH:22][C:21]4[CH:23]=[CH:24][C:25]([Cl:27])=[CH:26][C:20]=4[N:19]=3)[CH3:17])=[N:6][CH:7]=[N:8]2)=[CH:3][C:2]=1[Cl:1])=[O:13])([C:70]1[CH:71]=[CH:72][CH:73]=[CH:74][CH:75]=1)[C:64]1[CH:69]=[CH:68][CH:67]=[CH:66][CH:65]=1. Given the reactants [Cl:1][C:2]1[CH:3]=[C:4]2[C:9](=[CH:10][C:11]=1[C:12](O)=[O:13])[N:8]=[CH:7][N:6]=[C:5]2[NH:15][CH:16]([C:18]1[NH:22][C:21]2[CH:23]=[CH:24][C:25]([Cl:27])=[CH:26][C:20]=2[N:19]=1)[CH3:17].FC1C(OC(N(C)C)=[N+](C)C)=C(F)C(F)=C(F)C=1F.F[P-](F)(F)(F)(F)F.C(N(C(C)C)CC)(C)C.[CH:63]([C@@H:76]1[CH2:80][CH2:79][CH2:78][NH:77]1)([C:70]1[CH:75]=[CH:74][CH:73]=[CH:72][CH:71]=1)[C:64]1[CH:69]=[CH:68][CH:67]=[CH:66][CH:65]=1, predict the reaction product. (5) Given the reactants C(C1COC(=O)N1[C:14](=[O:26])[C:15]([CH:23]1[CH2:25][CH2:24]1)([C:17]1[CH:22]=[CH:21][CH:20]=[CH:19][CH:18]=1)[CH3:16])C1C=CC=CC=1.OO.O.[OH-].[Li+].S([O-])([O-])=[O:33].[Na+].[Na+], predict the reaction product. The product is: [CH:23]1([C:15]([C:17]2[CH:18]=[CH:19][CH:20]=[CH:21][CH:22]=2)([CH3:16])[C:14]([OH:26])=[O:33])[CH2:24][CH2:25]1.